The task is: Predict which catalyst facilitates the given reaction.. This data is from Catalyst prediction with 721,799 reactions and 888 catalyst types from USPTO. (1) Reactant: [Br:1][C:2]1[N:6]([CH:7]2[CH2:12][CH2:11][N:10]([C:13]([O:15][C:16]([CH3:19])([CH3:18])[CH3:17])=[O:14])[CH2:9][CH2:8]2)[N:5]=[CH:4][C:3]=1[C:20](OCC)=[O:21].B.CSC.CO.[OH-].[Na+]. Product: [Br:1][C:2]1[N:6]([CH:7]2[CH2:12][CH2:11][N:10]([C:13]([O:15][C:16]([CH3:17])([CH3:19])[CH3:18])=[O:14])[CH2:9][CH2:8]2)[N:5]=[CH:4][C:3]=1[CH2:20][OH:21]. The catalyst class is: 7. (2) Reactant: CCN(C(C)C)C(C)C.[N:10]1[CH:15]=[CH:14][CH:13]=[C:12]([N:16]2[CH:20]=[C:19]([C:21]([NH:23][CH2:24][C:25]([OH:27])=O)=[O:22])[N:18]=[N:17]2)[CH:11]=1.NC1C=NC=CC=1.C1C=CC2N(O)N=NC=2C=1.CCN=C=NCCCN(C)C.Cl.[F:57][C:58]1[CH:69]=[CH:68][C:67]([F:70])=[CH:66][C:59]=1[O:60][CH:61]1[CH2:65][CH2:64][NH:63][CH2:62]1.FC(F)(F)C1C=C(C=CC=1)OC1CCNC1. Product: [F:57][C:58]1[CH:69]=[CH:68][C:67]([F:70])=[CH:66][C:59]=1[O:60][CH:61]1[CH2:65][CH2:64][N:63]([C:25](=[O:27])[CH2:24][NH:23][C:21]([C:19]2[N:18]=[N:17][N:16]([C:12]3[CH:11]=[N:10][CH:15]=[CH:14][CH:13]=3)[CH:20]=2)=[O:22])[CH2:62]1. The catalyst class is: 18. (3) Reactant: [CH2:1]([N:8]1[C:17](=[O:18])[C:16]2[C:11](=[CH:12][C:13]([O:35][CH3:36])=[C:14]([O:19][C@H:20]3[CH2:25][CH2:24][C@@H:23]([N:26](C(OC(C)(C)C)=O)[CH3:27])[CH2:22][CH2:21]3)[CH:15]=2)[N:10]=[CH:9]1)[C:2]1[CH:7]=[CH:6][CH:5]=[CH:4][CH:3]=1.[ClH:37]. Product: [ClH:37].[CH2:1]([N:8]1[C:17](=[O:18])[C:16]2[C:11](=[CH:12][C:13]([O:35][CH3:36])=[C:14]([O:19][C@H:20]3[CH2:21][CH2:22][C@@H:23]([NH:26][CH3:27])[CH2:24][CH2:25]3)[CH:15]=2)[N:10]=[CH:9]1)[C:2]1[CH:3]=[CH:4][CH:5]=[CH:6][CH:7]=1. The catalyst class is: 8. (4) Product: [CH2:14]([O:21][C:22]1[CH:23]=[C:24]([C:39]2[N:10]=[C:9]([C:8]3[C:3]([C:2]([F:1])([F:12])[F:13])=[N:4][CH:5]=[CH:6][CH:7]=3)[S:11][CH:40]=2)[CH:25]=[C:26]([N+:36]([O-:38])=[O:37])[C:27]=1[O:28][CH2:29][C:30]1[CH:31]=[CH:32][CH:33]=[CH:34][CH:35]=1)[C:15]1[CH:16]=[CH:17][CH:18]=[CH:19][CH:20]=1. Reactant: [F:1][C:2]([F:13])([F:12])[C:3]1[C:8]([C:9](=[S:11])[NH2:10])=[CH:7][CH:6]=[CH:5][N:4]=1.[CH2:14]([O:21][C:22]1[CH:23]=[C:24]([C:39](=O)[CH2:40]Br)[CH:25]=[C:26]([N+:36]([O-:38])=[O:37])[C:27]=1[O:28][CH2:29][C:30]1[CH:35]=[CH:34][CH:33]=[CH:32][CH:31]=1)[C:15]1[CH:20]=[CH:19][CH:18]=[CH:17][CH:16]=1. The catalyst class is: 8. (5) Reactant: [F:1][C:2]([F:26])([F:25])[C@H:3]([N:12]1[CH2:16][CH2:15][C@H:14]([NH:17][C:18](=[O:24])[O:19][C:20]([CH3:23])([CH3:22])[CH3:21])[CH2:13]1)[C:4]1[CH:5]=[N:6][C:7]([NH:10][NH2:11])=[CH:8][CH:9]=1.[Si:27]([O:34][CH2:35][C@H:36]([O:38][C:39]1[CH:40]=[CH:41][CH:42]=[C:43]2[C:48]=1[N:47]=[C:46]([CH:49]=O)[CH:45]=[CH:44]2)[CH3:37])([C:30]([CH3:33])([CH3:32])[CH3:31])([CH3:29])[CH3:28].C(O)C.C(O)(=O)C.C(O)(=O)C.I(C1C=CC=CC=1)=O.C(=O)(O)[O-].[Na+]. Product: [Si:27]([O:34][CH2:35][C@H:36]([O:38][C:39]1[CH:40]=[CH:41][CH:42]=[C:43]2[C:48]=1[N:47]=[C:46]([C:49]1[N:6]3[CH:5]=[C:4]([C@@H:3]([N:12]4[CH2:16][CH2:15][C@H:14]([NH:17][C:18](=[O:24])[O:19][C:20]([CH3:22])([CH3:23])[CH3:21])[CH2:13]4)[C:2]([F:25])([F:1])[F:26])[CH:9]=[CH:8][C:7]3=[N:10][N:11]=1)[CH:45]=[CH:44]2)[CH3:37])([C:30]([CH3:32])([CH3:33])[CH3:31])([CH3:29])[CH3:28]. The catalyst class is: 13. (6) Reactant: [CH3:1][C:2]1[CH:7]=[CH:6][N+:5]([O-])=[CH:4][CH:3]=1.C[Si]([C:13]#[N:14])(C)C.CN(C)C(Cl)=O.C([O-])([O-])=O.[K+].[K+]. Product: [C:13]([C:6]1[CH:7]=[C:2]([CH3:1])[CH:3]=[CH:4][N:5]=1)#[N:14]. The catalyst class is: 2. (7) Reactant: [Cl:1][C:2]1[CH:3]=[C:4]([C:8]2[CH:13]=[C:12]([O:14][CH3:15])[C:11]([C:16]3[C:25]4[C:20](=[CH:21][C:22]([S:26]([O:29]C5C(F)=C(F)C(F)=C(F)C=5F)(=[O:28])=O)=[CH:23][CH:24]=4)[N:19]=[CH:18][N:17]=3)=[CH:10][C:9]=2[F:41])[CH:5]=[CH:6][CH:7]=1.[S:42]1[CH:46]=[CH:45][C:44]([NH2:47])=[N:43]1. Product: [Cl:1][C:2]1[CH:3]=[C:4]([C:8]2[CH:13]=[C:12]([O:14][CH3:15])[C:11]([C:16]3[C:25]4[C:20](=[CH:21][C:22]([S:26]([NH:47][C:44]5[CH:45]=[CH:46][S:42][N:43]=5)(=[O:29])=[O:28])=[CH:23][CH:24]=4)[N:19]=[CH:18][N:17]=3)=[CH:10][C:9]=2[F:41])[CH:5]=[CH:6][CH:7]=1. The catalyst class is: 6.